This data is from Full USPTO retrosynthesis dataset with 1.9M reactions from patents (1976-2016). The task is: Predict the reactants needed to synthesize the given product. Given the product [F:38][C:37]1[CH:36]=[CH:35][CH:34]=[C:33]([F:39])[C:32]=1[C:11]1[NH:10][C:18]2[C:13]([CH:12]=1)=[CH:14][C:15]([C:19]1[N:23]([CH3:24])[N:22]=[C:21]([C:25]3[CH:26]=[N:27][C:28]([NH2:31])=[N:29][CH:30]=3)[CH:20]=1)=[CH:16][CH:17]=2, predict the reactants needed to synthesize it. The reactants are: C1(S([N:10]2[C:18]3[C:13](=[CH:14][C:15]([C:19]4[N:23]([CH3:24])[N:22]=[C:21]([C:25]5[CH:26]=[N:27][C:28]([NH2:31])=[N:29][CH:30]=5)[CH:20]=4)=[CH:16][CH:17]=3)[CH:12]=[C:11]2[C:32]2[C:37]([F:38])=[CH:36][CH:35]=[CH:34][C:33]=2[F:39])(=O)=O)C=CC=CC=1.C([O-])([O-])=O.[Cs+].[Cs+].